From a dataset of Catalyst prediction with 721,799 reactions and 888 catalyst types from USPTO. Predict which catalyst facilitates the given reaction. Reactant: [Br:1][C:2]1[CH:7]=[CH:6][CH:5]=[CH:4][C:3]=1[NH:8][CH2:9][C:10]1[NH:14][C:13]2[CH:15]=[C:16]([CH2:19][CH2:20][C:21](OC)=[O:22])[CH:17]=[CH:18][C:12]=2[N:11]=1.[H-].[H-].[H-].[H-].[Li+].[Al+3]. Product: [Br:1][C:2]1[CH:7]=[CH:6][CH:5]=[CH:4][C:3]=1[NH:8][CH2:9][C:10]1[NH:14][C:13]2[CH:15]=[C:16]([CH2:19][CH2:20][CH2:21][OH:22])[CH:17]=[CH:18][C:12]=2[N:11]=1. The catalyst class is: 1.